This data is from Catalyst prediction with 721,799 reactions and 888 catalyst types from USPTO. The task is: Predict which catalyst facilitates the given reaction. (1) Reactant: [CH3:1][C:2]1[N:3]=[C:4]2[CH:9]=[CH:8][CH:7]=[C:6]([CH2:10][NH:11][CH2:12][CH2:13][CH2:14][CH2:15][NH:16][S:17]([C:20]([F:23])([F:22])[F:21])(=[O:19])=[O:18])[N:5]2[CH:24]=1.[CH2:25]=O. Product: [CH3:1][C:2]1[N:3]=[C:4]2[N:5]3[C:6]([CH2:10][N:11]([CH2:12][CH2:13][CH2:14][CH2:15][NH:16][S:17]([C:20]([F:21])([F:22])[F:23])(=[O:19])=[O:18])[CH2:25][C:24]=13)=[CH:7][CH:8]=[CH:9]2. The catalyst class is: 15. (2) Product: [CH:2]([C:3]1[CH:8]=[CH:7][CH:6]=[CH:5][C:4]=1[NH:9][S:10]([CH3:13])(=[O:12])=[O:11])=[O:1]. The catalyst class is: 485. Reactant: [OH:1][CH2:2][C:3]1[CH:8]=[CH:7][CH:6]=[CH:5][C:4]=1[NH:9][S:10]([CH3:13])(=[O:12])=[O:11]. (3) Reactant: [F:1][C:2]([F:17])([F:16])[C:3]1[CH:7]=[C:6]([C:8]([F:11])([F:10])[F:9])[N:5]([CH2:12][C:13]([OH:15])=O)[N:4]=1.CCCP1(OP(CCC)(=O)OP(CCC)(=O)O1)=O.Cl.[CH3:37][N:38]([C@H:52]1[C:61]2[C:56](=[CH:57][CH:58]=[CH:59][CH:60]=2)[CH2:55][CH2:54][CH2:53]1)[C:39]([C:41]1[N:42]=[C:43]([CH:46]2[CH2:51][CH2:50][NH:49][CH2:48][CH2:47]2)[S:44][CH:45]=1)=[O:40].C(N(CC)CC)C. Product: [F:16][C:2]([F:1])([F:17])[C:3]1[CH:7]=[C:6]([C:8]([F:9])([F:10])[F:11])[N:5]([CH2:12][C:13]([N:49]2[CH2:50][CH2:51][CH:46]([C:43]3[S:44][CH:45]=[C:41]([C:39]([N:38]([CH3:37])[C@H:52]4[C:61]5[C:56](=[CH:57][CH:58]=[CH:59][CH:60]=5)[CH2:55][CH2:54][CH2:53]4)=[O:40])[N:42]=3)[CH2:47][CH2:48]2)=[O:15])[N:4]=1. The catalyst class is: 13. (4) Reactant: [F:1][C:2]1[CH:3]=[C:4]([CH:7]=[C:8]([F:16])[C:9]=1[N:10]1[CH2:15][CH2:14][O:13][CH2:12][CH2:11]1)[CH2:5][NH2:6].[N:17]([C:20]1[CH:29]=[CH:28][CH:27]=[C:26]2[C:21]=1[CH:22]=[CH:23][N:24]=[CH:25]2)=[C:18]=[O:19]. Product: [F:1][C:2]1[CH:3]=[C:4]([CH:7]=[C:8]([F:16])[C:9]=1[N:10]1[CH2:15][CH2:14][O:13][CH2:12][CH2:11]1)[CH2:5][NH:6][C:18]([NH:17][C:20]1[CH:29]=[CH:28][CH:27]=[C:26]2[C:21]=1[CH:22]=[CH:23][N:24]=[CH:25]2)=[O:19]. The catalyst class is: 27. (5) Product: [Br:1][C:2]1[CH:3]=[CH:4][C:5]([O:9][C:10]([F:11])([F:12])[F:13])=[C:6]([NH:7][C:23](=[O:26])[CH:24]=[CH2:25])[CH:8]=1. Reactant: [Br:1][C:2]1[CH:3]=[CH:4][C:5]([O:9][C:10]([F:13])([F:12])[F:11])=[C:6]([CH:8]=1)[NH2:7].C(N(C(C)C)CC)(C)C.[C:23](Cl)(=[O:26])[CH:24]=[CH2:25]. The catalyst class is: 46. (6) Product: [C:1]([O:5][C:6](=[O:15])[C:7]1[CH:12]=[CH:11][CH:10]=[C:9]([CH3:14])[CH:8]=1)([CH3:4])([CH3:3])[CH3:2]. The catalyst class is: 582. Reactant: [C:1]([O:5][C:6](=[O:15])[C:7]1[CH:12]=[CH:11][C:10](Br)=[C:9]([CH3:14])[CH:8]=1)([CH3:4])([CH3:3])[CH3:2]. (7) The catalyst class is: 115. Product: [CH2:14]([O:13][C:12](=[O:21])[NH:11][CH2:10][CH2:9][C:6]1[CH:7]=[CH:8][C:3]([CH2:2][Br:42])=[CH:4][CH:5]=1)[C:15]1[CH:20]=[CH:19][CH:18]=[CH:17][CH:16]=1. Reactant: O[CH2:2][C:3]1[CH:8]=[CH:7][C:6]([CH2:9][CH2:10][NH:11][C:12](=[O:21])[O:13][CH2:14][C:15]2[CH:20]=[CH:19][CH:18]=[CH:17][CH:16]=2)=[CH:5][CH:4]=1.C1(P(C2C=CC=CC=2)C2C=CC=CC=2)C=CC=CC=1.C(Br)(Br)(Br)[Br:42].